Dataset: Drug-target binding data from BindingDB using IC50 measurements. Task: Regression. Given a target protein amino acid sequence and a drug SMILES string, predict the binding affinity score between them. We predict pIC50 (pIC50 = -log10(IC50 in M); higher means more potent). Dataset: bindingdb_ic50. The drug is CC(C)(C)c1ccc(CC[C@@](O)(CC(=O)O)C(=O)O)cc1. The target protein (Q8WWT9) has sequence MAALAAAAKKVWSARRLLVLLFTPLALLPVVFALPPKEGRCLFVILLMAVYWCTEALPLSVTALLPIVLFPFMGILPSNKVCPQYFLDTNFLFLSGLIMASAIEEWNLHRRIALKILMLVGVQPARLILGMMVTTSFLSMWLSNTASTAMMLPIANAILKSLFGQKEVRKDPSQESEENTAAVRRNGLHTVPTEMQFLASTEAKDHPGETEVPLDLPADSRKEDEYRRNIWKGFLISIPYSASIGGTATLTGTAPNLILLGQLKSFFPQCDVVNFGSWFIFAFPLMLLFLLAGWLWISFLYGGLSFRGWRKNKSEIRTNAEDRARAVIREEYQNLGPIKFAEQAVFILFCMFAILLFTRDPKFIPGWASLFNPGFLSDAVTGVAIVTILFFFPSQRPSLKWWFDFKAPNTETEPLLTWKKAQETVPWNIILLLGGGFAMAKGCEESGLSVWIGGQLHPLENVPPALAVLLITVVIAFFTEFASNTATIIIFLPVLAELAI.... The pIC50 is 4.0.